Dataset: NCI-60 drug combinations with 297,098 pairs across 59 cell lines. Task: Regression. Given two drug SMILES strings and cell line genomic features, predict the synergy score measuring deviation from expected non-interaction effect. (1) Drug 1: COC1=CC(=CC(=C1O)OC)C2C3C(COC3=O)C(C4=CC5=C(C=C24)OCO5)OC6C(C(C7C(O6)COC(O7)C8=CC=CS8)O)O. Drug 2: CCC1=C2CN3C(=CC4=C(C3=O)COC(=O)C4(CC)O)C2=NC5=C1C=C(C=C5)O. Cell line: UO-31. Synergy scores: CSS=25.2, Synergy_ZIP=-10.4, Synergy_Bliss=-5.25, Synergy_Loewe=-13.7, Synergy_HSA=-0.482. (2) Synergy scores: CSS=17.3, Synergy_ZIP=0.368, Synergy_Bliss=0.245, Synergy_Loewe=-1.29, Synergy_HSA=-1.14. Cell line: SW-620. Drug 2: COCCOC1=C(C=C2C(=C1)C(=NC=N2)NC3=CC=CC(=C3)C#C)OCCOC.Cl. Drug 1: CC12CCC3C(C1CCC2=O)CC(=C)C4=CC(=O)C=CC34C. (3) Drug 1: CC1=C(C=C(C=C1)NC2=NC=CC(=N2)N(C)C3=CC4=NN(C(=C4C=C3)C)C)S(=O)(=O)N.Cl. Drug 2: C1CCC(C(C1)N)N.C(=O)(C(=O)[O-])[O-].[Pt+4]. Cell line: A498. Synergy scores: CSS=4.32, Synergy_ZIP=-5.08, Synergy_Bliss=0.681, Synergy_Loewe=-21.2, Synergy_HSA=-2.34. (4) Drug 1: CC1C(C(=O)NC(C(=O)N2CCCC2C(=O)N(CC(=O)N(C(C(=O)O1)C(C)C)C)C)C(C)C)NC(=O)C3=C4C(=C(C=C3)C)OC5=C(C(=O)C(=C(C5=N4)C(=O)NC6C(OC(=O)C(N(C(=O)CN(C(=O)C7CCCN7C(=O)C(NC6=O)C(C)C)C)C)C(C)C)C)N)C. Drug 2: C1CN1C2=NC(=NC(=N2)N3CC3)N4CC4. Cell line: IGROV1. Synergy scores: CSS=42.8, Synergy_ZIP=-8.25, Synergy_Bliss=0.314, Synergy_Loewe=3.14, Synergy_HSA=3.62. (5) Drug 1: CC1=CC=C(C=C1)C2=CC(=NN2C3=CC=C(C=C3)S(=O)(=O)N)C(F)(F)F. Drug 2: CC1C(C(CC(O1)OC2CC(OC(C2O)C)OC3=CC4=CC5=C(C(=O)C(C(C5)C(C(=O)C(C(C)O)O)OC)OC6CC(C(C(O6)C)O)OC7CC(C(C(O7)C)O)OC8CC(C(C(O8)C)O)(C)O)C(=C4C(=C3C)O)O)O)O. Cell line: NCI-H226. Synergy scores: CSS=7.13, Synergy_ZIP=-0.764, Synergy_Bliss=-1.53, Synergy_Loewe=-1.35, Synergy_HSA=-1.31. (6) Drug 1: CC1=CC=C(C=C1)C2=CC(=NN2C3=CC=C(C=C3)S(=O)(=O)N)C(F)(F)F. Drug 2: COCCOC1=C(C=C2C(=C1)C(=NC=N2)NC3=CC=CC(=C3)C#C)OCCOC.Cl. Cell line: IGROV1. Synergy scores: CSS=8.75, Synergy_ZIP=3.97, Synergy_Bliss=2.69, Synergy_Loewe=-4.64, Synergy_HSA=2.59.